From a dataset of Forward reaction prediction with 1.9M reactions from USPTO patents (1976-2016). Predict the product of the given reaction. (1) Given the reactants [CH3:1][O:2][CH2:3][C:4]1[N:9]=[C:8]([N:10]2[CH2:15][CH2:14][NH:13][CH2:12][CH2:11]2)[CH:7]=[CH:6][N:5]=1.C(N(CC)CC)C.[N:23]1([S:28](Cl)(=[O:30])=[O:29])[CH2:27][CH2:26][CH2:25][CH2:24]1, predict the reaction product. The product is: [CH3:1][O:2][CH2:3][C:4]1[N:9]=[C:8]([N:10]2[CH2:15][CH2:14][N:13]([S:28]([N:23]3[CH2:27][CH2:26][CH2:25][CH2:24]3)(=[O:30])=[O:29])[CH2:12][CH2:11]2)[CH:7]=[CH:6][N:5]=1. (2) Given the reactants [OH:1][C:2]1[CH:7]=[C:6]([CH3:8])[C:5]([CH:9]([CH3:11])[CH3:10])=[CH:4][C:3]=1[C:12](=[O:14])[CH3:13].Cl[C:16]1[C:25]2[C:20](=[CH:21][C:22]([O:28][CH3:29])=[C:23]([O:26][CH3:27])[CH:24]=2)[N:19]=[CH:18][CH:17]=1.O, predict the reaction product. The product is: [CH3:27][O:26][C:23]1[CH:24]=[C:25]2[C:20](=[CH:21][C:22]=1[O:28][CH3:29])[N:19]=[CH:18][CH:17]=[C:16]2[O:1][C:2]1[CH:7]=[C:6]([CH3:8])[C:5]([CH:9]([CH3:11])[CH3:10])=[CH:4][C:3]=1[C:12](=[O:14])[CH3:13]. (3) The product is: [C:22]([C:24]1[CH:29]=[CH:28][C:27]([NH:1][C:2]2[N:7]=[C:6]([C:8]3[N:12]4[CH:13]=[CH:14][CH:15]=[CH:16][C:11]4=[N:10][CH:9]=3)[CH:5]=[CH:4][N:3]=2)=[CH:26][CH:25]=1)(=[O:23])[C:21]1[CH:30]=[CH:31][CH:18]=[CH:19][CH:20]=1. Given the reactants [NH2:1][C:2]1[N:7]=[C:6]([C:8]2[N:12]3[CH:13]=[CH:14][CH:15]=[CH:16][C:11]3=[N:10][CH:9]=2)[CH:5]=[CH:4][N:3]=1.Br[C:18]1[CH:31]=[CH:30][C:21]([C:22]([C:24]2[CH:29]=[CH:28][CH:27]=[CH:26][CH:25]=2)=[O:23])=[CH:20][CH:19]=1.C(=O)([O-])[O-].[Cs+].[Cs+], predict the reaction product. (4) Given the reactants [NH2:1][CH2:2][CH2:3][CH2:4][C@@H:5]([CH2:9][C:10]1[N:11]=[CH:12][N:13]2[C:22]3[C:17](=[CH:18][CH:19]=[CH:20][CH:21]=3)[CH2:16][CH2:15][C:14]=12)[C:6]([OH:8])=[O:7].[C:23](=O)([O:36]C1C=CC([N+]([O-])=O)=CC=1)[O:24][CH2:25][C:26]1[O:27][C:28](=[O:35])[O:29][C:30]=1[C:31]([CH3:34])([CH3:33])[CH3:32].C1(C)C=CC=CC=1, predict the reaction product. The product is: [C:31]([C:30]1[O:29][C:28](=[O:35])[O:27][C:26]=1[CH2:25][O:24][C:23]([NH:1][CH2:2][CH2:3][CH2:4][C@@H:5]([CH2:9][C:10]1[N:11]=[CH:12][N:13]2[C:22]3[C:17](=[CH:18][CH:19]=[CH:20][CH:21]=3)[CH2:16][CH2:15][C:14]=12)[C:6]([OH:8])=[O:7])=[O:36])([CH3:34])([CH3:32])[CH3:33]. (5) Given the reactants [S:1]1[CH:5]=[CH:4][CH:3]=[C:2]1[CH:6]=O.[CH3:8][O:9][CH2:10][CH2:11][NH2:12].[C:13]1(=[O:24])[O:19][C:17](=O)[C:16]2=[CH:20][CH:21]=[CH:22][CH:23]=[C:15]2[CH2:14]1.[NH2:25][C:26]1[CH:27]=[CH:28][C:29]2[O:33][C:32](=[O:34])[NH:31][C:30]=2[CH:35]=1, predict the reaction product. The product is: [NH2:25][C:26]1[CH:27]=[CH:28][C:29]2[O:33][C:32](=[O:34])[N:31]([C:13]([CH:14]3[C:15]4[C:16](=[CH:20][CH:21]=[CH:22][CH:23]=4)[C:17](=[O:19])[N:12]([CH2:11][CH2:10][O:9][CH3:8])[CH:6]3[C:2]3[S:1][CH:5]=[CH:4][CH:3]=3)=[O:24])[C:30]=2[CH:35]=1.